Task: Predict the reaction yield, written as a fraction of the theoretical maximum amount of product (1.0 means a 100% yield; for example, 0.34 means a 34% yield).. Dataset: Reaction yield outcomes from USPTO patents with 853,638 reactions (1) The catalyst is CS(C)=O. The reactants are [H-].[Na+].[CH3:3][NH:4][C:5]([N:7]1[C:15]2[C:10](=[CH:11][C:12]([OH:16])=[CH:13][CH:14]=2)[CH2:9][CH2:8]1)=[O:6].[NH2:17][C:18]1[CH:23]=[C:22](Cl)[CH:21]=[CH:20][N:19]=1. The product is [CH3:3][NH:4][C:5]([N:7]1[C:15]2[C:10](=[CH:11][C:12]([O:16][C:22]3[CH:21]=[CH:20][N:19]=[C:18]([NH2:17])[CH:23]=3)=[CH:13][CH:14]=2)[CH2:9][CH2:8]1)=[O:6]. The yield is 0.0460. (2) The reactants are [N:1]1[CH:6]=[CH:5][CH:4]=[C:3]([C:7]2[CH:8]=[C:9]([C:17]3[CH:22]=[CH:21][CH:20]=[CH:19][N:18]=3)[C:10]3[S:14][C:13]([NH2:15])=[N:12][C:11]=3[CH:16]=2)[CH:2]=1.C(N(CC)CC)C.Cl[C:31]([O:33][CH2:34][CH3:35])=[O:32]. The catalyst is C1(C)C=CC=CC=1. The product is [CH2:34]([O:33][C:31](=[O:32])[NH:15][C:13]1[S:14][C:10]2[C:9]([C:17]3[CH:22]=[CH:21][CH:20]=[CH:19][N:18]=3)=[CH:8][C:7]([C:3]3[CH:2]=[N:1][CH:6]=[CH:5][CH:4]=3)=[CH:16][C:11]=2[N:12]=1)[CH3:35]. The yield is 0.380. (3) The catalyst is CN(C=O)C. The yield is 0.930. The reactants are [CH3:1][O:2][C:3](=[O:12])[C:4]1[CH:9]=[C:8](Cl)[N:7]=[C:6]([Cl:11])[CH:5]=1.[S-][C:14]1[CH:19]=[CH:18][CH:17]=[CH:16][CH:15]=1.[Na+].[S:21]([O-:26])(O[O-])(=O)=[O:22].[K+].[K+]. The product is [CH3:1][O:2][C:3](=[O:12])[C:4]1[CH:5]=[C:6]([Cl:11])[N:7]=[C:8]([S:21]([C:14]2[CH:19]=[CH:18][CH:17]=[CH:16][CH:15]=2)(=[O:26])=[O:22])[CH:9]=1.